This data is from Forward reaction prediction with 1.9M reactions from USPTO patents (1976-2016). The task is: Predict the product of the given reaction. (1) Given the reactants C(OC([N:8]1[CH2:12][CH2:11][CH:10]([N:13]2[CH2:18][CH2:17][CH:16]([C:19]3[CH:24]=[CH:23][CH:22]=[CH:21][CH:20]=3)[CH2:15][CH2:14]2)[CH2:9]1)=O)(C)(C)C.[ClH:25].O1CCOCC1, predict the reaction product. The product is: [ClH:25].[ClH:25].[C:19]1([CH:16]2[CH2:15][CH2:14][N:13]([CH:10]3[CH2:11][CH2:12][NH:8][CH2:9]3)[CH2:18][CH2:17]2)[CH:24]=[CH:23][CH:22]=[CH:21][CH:20]=1. (2) Given the reactants [CH3:1][O:2][C:3]1[CH:52]=[CH:51][C:6]([C:7]([O:22][CH2:23][C@H:24]2[O:28][C@@H:27]([N:29]3[CH:36]=[CH:35][C:33](=[O:34])[N:32]([CH2:37][CH2:38][CH2:39][CH2:40][CH2:41][CH2:42][NH:43]C(=O)C(F)(F)F)[C:30]3=[O:31])[CH2:26][C@@H:25]2[OH:50])([C:16]2[CH:21]=[CH:20][CH:19]=[CH:18][CH:17]=2)[C:8]2[CH:13]=[CH:12][C:11]([O:14][CH3:15])=[CH:10][CH:9]=2)=[CH:5][CH:4]=1.N, predict the reaction product. The product is: [CH3:1][O:2][C:3]1[CH:52]=[CH:51][C:6]([C:7]([O:22][CH2:23][C@H:24]2[O:28][C@@H:27]([N:29]3[CH:36]=[CH:35][C:33](=[O:34])[N:32]([CH2:37][CH2:38][CH2:39][CH2:40][CH2:41][CH2:42][NH2:43])[C:30]3=[O:31])[CH2:26][C@@H:25]2[OH:50])([C:16]2[CH:17]=[CH:18][CH:19]=[CH:20][CH:21]=2)[C:8]2[CH:13]=[CH:12][C:11]([O:14][CH3:15])=[CH:10][CH:9]=2)=[CH:5][CH:4]=1. (3) The product is: [Cl:19][C:16]1[CH:17]=[CH:18][C:13]([C:11]2[CH:10]=[C:9]([CH:20]3[CH2:22][CH2:21]3)[N:8]=[C:7]([N:5]3[CH:6]=[C:2]([C:27]4[CH:28]=[CH:29][C:24]([NH2:23])=[N:25][CH:26]=4)[N:3]=[CH:4]3)[N:12]=2)=[CH:14][CH:15]=1. Given the reactants Br[C:2]1[N:3]=[CH:4][N:5]([C:7]2[N:12]=[C:11]([C:13]3[CH:18]=[CH:17][C:16]([Cl:19])=[CH:15][CH:14]=3)[CH:10]=[C:9]([CH:20]3[CH2:22][CH2:21]3)[N:8]=2)[CH:6]=1.[NH2:23][C:24]1[CH:29]=[CH:28][C:27](B2OC(C)(C)C(C)(C)O2)=[CH:26][N:25]=1, predict the reaction product. (4) Given the reactants [CH3:1][O:2][C:3]1([C:6]2[CH:7]=[C:8]([NH2:18])[N:9]([C:11]3[CH:16]=[CH:15][C:14]([CH3:17])=[CH:13][CH:12]=3)[N:10]=2)[CH2:5][CH2:4]1.N1C=CC=CC=1.[Cl:25][C:26]([Cl:33])([Cl:32])[CH2:27][O:28][C:29](Cl)=[O:30], predict the reaction product. The product is: [Cl:25][C:26]([Cl:33])([Cl:32])[CH2:27][O:28][C:29](=[O:30])[NH:18][C:8]1[N:9]([C:11]2[CH:16]=[CH:15][C:14]([CH3:17])=[CH:13][CH:12]=2)[N:10]=[C:6]([C:3]2([O:2][CH3:1])[CH2:5][CH2:4]2)[CH:7]=1. (5) Given the reactants [C:1]([BH3-])#N.[Na+].C=O.[NH:7]1[CH2:12][CH2:11][CH:10]([NH:13][C:14](=[O:42])[C:15]2[CH:20]=[CH:19][C:18]([C:21]3([C:28]4[CH:33]=[CH:32][C:31]([O:34][CH2:35][C:36]5[CH:41]=[CH:40][CH:39]=[CH:38][N:37]=5)=[CH:30][CH:29]=4)[CH2:26][CH:25]4[CH2:27][CH:22]3[CH2:23][CH2:24]4)=[CH:17][CH:16]=2)[CH2:9][CH2:8]1.C(O)(=O)C, predict the reaction product. The product is: [CH3:1][N:7]1[CH2:8][CH2:9][CH:10]([NH:13][C:14](=[O:42])[C:15]2[CH:16]=[CH:17][C:18]([C:21]3([C:28]4[CH:33]=[CH:32][C:31]([O:34][CH2:35][C:36]5[CH:41]=[CH:40][CH:39]=[CH:38][N:37]=5)=[CH:30][CH:29]=4)[CH2:26][CH:25]4[CH2:27][CH:22]3[CH2:23][CH2:24]4)=[CH:19][CH:20]=2)[CH2:11][CH2:12]1. (6) Given the reactants [NH2:1][C:2]1[C:3]([F:31])=[CH:4][C:5]([F:30])=[C:6]([C:8]2[CH:13]=[CH:12][N:11]=[C:10]3[NH:14][C:15]([CH:17]4[CH2:22][CH2:21][N:20]([C:23]([O:25][C:26]([CH3:29])([CH3:28])[CH3:27])=[O:24])[CH2:19][CH2:18]4)=[CH:16][C:9]=23)[CH:7]=1.[CH3:32][C:33]1([CH:39]=O)[CH2:38][CH2:37][O:36][CH2:35][CH2:34]1.C([BH3-])#N.C(O)(=O)C, predict the reaction product. The product is: [F:30][C:5]1[CH:4]=[C:3]([F:31])[C:2]([NH:1][CH2:32][C:33]2([CH3:39])[CH2:38][CH2:37][O:36][CH2:35][CH2:34]2)=[CH:7][C:6]=1[C:8]1[CH:13]=[CH:12][N:11]=[C:10]2[NH:14][C:15]([CH:17]3[CH2:22][CH2:21][N:20]([C:23]([O:25][C:26]([CH3:28])([CH3:27])[CH3:29])=[O:24])[CH2:19][CH2:18]3)=[CH:16][C:9]=12. (7) Given the reactants OCCN1CC2C(C2NC(=O)OC(C)(C)C)C1.C(N(CC)CC)C.CS(Cl)(=O)=O.[CH3:30][S:31]([O:34][CH2:35][CH2:36][N:37]1[CH2:42][CH2:41][CH:40]([NH:43][C:44]([O:46][C:47]([CH3:50])([CH3:49])[CH3:48])=[O:45])[CH2:39][CH2:38]1)(=[O:33])=[O:32].S([O-])(=O)(=O)C, predict the reaction product. The product is: [CH3:30][S:31]([O:34][CH2:35][CH2:36][N:37]1[CH2:38][CH:39]2[CH:41]([CH:40]2[NH:43][C:44]([O:46][C:47]([CH3:50])([CH3:49])[CH3:48])=[O:45])[CH2:42]1)(=[O:32])=[O:33]. (8) Given the reactants [CH:1]1([CH:7]([C:9]2[C:10]([CH:24]([CH3:26])[CH3:25])=[N:11][N:12]([C:14]3[CH:19]=[CH:18][C:17]([C:20]([F:23])([F:22])[F:21])=[CH:16][N:15]=3)[CH:13]=2)O)[CH2:6][CH2:5][CH2:4][CH2:3][CH2:2]1.[NH2:27][C:28]1[CH:33]=[CH:32][C:31]([C:34]([NH:36][CH2:37][CH2:38][C:39]([O:41]CC)=[O:40])=[O:35])=[CH:30][CH:29]=1, predict the reaction product. The product is: [CH:1]1([CH:7]([NH:27][C:28]2[CH:29]=[CH:30][C:31]([C:34]([NH:36][CH2:37][CH2:38][C:39]([OH:41])=[O:40])=[O:35])=[CH:32][CH:33]=2)[C:9]2[C:10]([CH:24]([CH3:26])[CH3:25])=[N:11][N:12]([C:14]3[CH:19]=[CH:18][C:17]([C:20]([F:23])([F:22])[F:21])=[CH:16][N:15]=3)[CH:13]=2)[CH2:6][CH2:5][CH2:4][CH2:3][CH2:2]1. (9) Given the reactants [C:1]([C:4]1[CH:11]=[CH:10][C:7]([C:8]#[N:9])=[CH:6][CH:5]=1)(=O)[CH3:2].[CH3:12][NH2:13].[BH4-].[Na+].[OH-].[NH4+].C(=O)([O-])[O-].[K+].[K+].Br[CH:25]([CH3:30])[C:26]([O:28][CH3:29])=[O:27], predict the reaction product. The product is: [C:8]([C:7]1[CH:10]=[CH:11][C:4]([CH:1]([N:13]([CH3:12])[C@H:25]([C:26]([O:28][CH3:29])=[O:27])[CH3:30])[CH3:2])=[CH:5][CH:6]=1)#[N:9]. (10) Given the reactants [C:1]([CH2:4][C:5]1[N:6]=[C:7]([C:13]2[CH:18]=[CH:17][C:16]([Cl:19])=[CH:15][CH:14]=2)[S:8][C:9]=1[C:10]([OH:12])=[O:11])([OH:3])=[O:2].S(=O)(=O)(O)O.[CH3:25]O, predict the reaction product. The product is: [Cl:19][C:16]1[CH:15]=[CH:14][C:13]([C:7]2[S:8][C:9]([C:10]([OH:12])=[O:11])=[C:5]([CH2:4][C:1]([O:3][CH3:25])=[O:2])[N:6]=2)=[CH:18][CH:17]=1.